From a dataset of TCR-epitope binding with 47,182 pairs between 192 epitopes and 23,139 TCRs. Binary Classification. Given a T-cell receptor sequence (or CDR3 region) and an epitope sequence, predict whether binding occurs between them. (1) The epitope is NLSALGIFST. The TCR CDR3 sequence is CASKQGNPNTEAFF. Result: 1 (the TCR binds to the epitope). (2) The epitope is EILDITPCSF. The TCR CDR3 sequence is CASGLSRGLNEQFF. Result: 1 (the TCR binds to the epitope). (3) Result: 0 (the TCR does not bind to the epitope). The epitope is VLAWLYAAV. The TCR CDR3 sequence is CASSLGTGGLEQFF. (4) The epitope is RLRAEAQVK. The TCR CDR3 sequence is CASSPGPGETQYF. Result: 0 (the TCR does not bind to the epitope). (5) The epitope is AYILFTRFFYV. The TCR CDR3 sequence is CASSYSAGGFLHEQYF. Result: 0 (the TCR does not bind to the epitope). (6) The TCR CDR3 sequence is CASSFRGYEQYF. The epitope is FVDGVPFVV. Result: 1 (the TCR binds to the epitope). (7) The TCR CDR3 sequence is CASSFLSEQYF. The epitope is FLPRVFSAV. Result: 1 (the TCR binds to the epitope).